Dataset: Catalyst prediction with 721,799 reactions and 888 catalyst types from USPTO. Task: Predict which catalyst facilitates the given reaction. (1) Reactant: [C:1]([O:5][C:6](=[O:31])[N:7]([CH2:24][C:25]1[CH:30]=[CH:29][CH:28]=[CH:27][CH:26]=1)[CH2:8][C:9]1[CH:10]=[CH:11][CH:12]=[C:13]2[C:17]=1[N:16]([C:18]1[CH:23]=[CH:22][N:21]=[CH:20][CH:19]=1)[CH2:15][CH2:14]2)([CH3:4])([CH3:3])[CH3:2]. Product: [C:1]([O:5][C:6](=[O:31])[N:7]([CH2:24][C:25]1[CH:26]=[CH:27][CH:28]=[CH:29][CH:30]=1)[CH2:8][C:9]1[CH:10]=[CH:11][CH:12]=[C:13]2[C:17]=1[N:16]([C:18]1[CH:19]=[CH:20][N:21]=[CH:22][CH:23]=1)[CH:15]=[CH:14]2)([CH3:4])([CH3:2])[CH3:3]. The catalyst class is: 661. (2) Reactant: [Br:1][CH2:2][CH2:3][CH:4]([CH3:8])[C:5]([OH:7])=[O:6].[CH3:9]O. Product: [CH3:9][O:6][C:5](=[O:7])[CH:4]([CH3:8])[CH2:3][CH2:2][Br:1]. The catalyst class is: 82.